Dataset: Peptide-MHC class I binding affinity with 185,985 pairs from IEDB/IMGT. Task: Regression. Given a peptide amino acid sequence and an MHC pseudo amino acid sequence, predict their binding affinity value. This is MHC class I binding data. (1) The peptide sequence is NIDPEHLDY. The MHC is HLA-A30:01 with pseudo-sequence HLA-A30:01. The binding affinity (normalized) is 0.0847. (2) The peptide sequence is VFAVLSIVNR. The MHC is HLA-A02:06 with pseudo-sequence HLA-A02:06. The binding affinity (normalized) is 0.0439. (3) The peptide sequence is NDLQFGFGW. The binding affinity (normalized) is 0.474. The MHC is HLA-B44:02 with pseudo-sequence HLA-B44:02.